Dataset: Full USPTO retrosynthesis dataset with 1.9M reactions from patents (1976-2016). Task: Predict the reactants needed to synthesize the given product. (1) Given the product [CH3:2][O:3][C:43]1[CH:42]=[C:41]([CH:38]=[CH:37][CH:44]=1)[CH:46]=[CH2:48], predict the reactants needed to synthesize it. The reactants are: [Cl-].[CH3:2][O:3]C[P+](C1C=CC=CC=1)(C1C=CC=CC=1)C1C=CC=CC=1.C[Si](C)(C)[N-][Si](C)(C)C.[Li+].C([C:37]1[CH:44]=[C:43](Br)[CH:42]=[C:41]([CH:46]([CH3:48])C)[C:38]=1C=O)(C)C. (2) Given the product [CH3:1][CH:2]([CH2:18][S:19][CH3:20])[C:3]([NH:5][C:6]1[S:10][C:9]([C:11]2[CH:12]=[N:13][CH:14]=[CH:15][CH:16]=2)=[N:8][C:7]=1[CH3:17])=[S:30], predict the reactants needed to synthesize it. The reactants are: [CH3:1][CH:2]([CH2:18][S:19][CH3:20])[C:3]([NH:5][C:6]1[S:10][C:9]([C:11]2[CH:12]=[N:13][CH:14]=[CH:15][CH:16]=2)=[N:8][C:7]=1[CH3:17])=O.COC1C=CC(P2(SP(C3C=CC(OC)=CC=3)(=S)S2)=[S:30])=CC=1. (3) Given the product [Cl:14][C:13]1[CH:12]=[C:11]([Cl:15])[CH:10]=[C:9]([Cl:16])[C:8]=1[S:5]([N:4]([CH:1]1[CH2:3][CH2:2]1)[CH2:17][CH2:18][OH:19])(=[O:7])=[O:6], predict the reactants needed to synthesize it. The reactants are: [CH:1]1([N:4]([CH2:17][C:18](O)=[O:19])[S:5]([C:8]2[C:13]([Cl:14])=[CH:12][C:11]([Cl:15])=[CH:10][C:9]=2[Cl:16])(=[O:7])=[O:6])[CH2:3][CH2:2]1.CO. (4) Given the product [CH3:1][S:2]([OH:5])(=[O:4])=[O:3].[CH2:6]([O:8][C:9]([C@@H:11]1[CH2:20][C@@H:19]2[C@@H:14]([CH2:15][CH2:16][C@H:17]([CH2:21][N:22]3[CH:26]=[C:25]([C:27]([O:29][CH2:30][CH3:31])=[O:28])[N:24]=[CH:23]3)[CH2:18]2)[CH2:13][NH:12]1)=[O:10])[CH3:7].[CH2:6]([O:8][C:9]([C@@H:11]1[CH2:20][C@@H:19]2[C@@H:14]([CH2:15][CH2:16][C@H:17]([CH2:21][N:22]3[CH:26]=[C:25]([C:27]([O:29][CH2:30][CH3:31])=[O:28])[N:24]=[CH:23]3)[CH2:18]2)[CH2:13][NH:12]1)=[O:10])[CH3:7], predict the reactants needed to synthesize it. The reactants are: [CH3:1][S:2]([OH:5])(=[O:4])=[O:3].[CH2:6]([O:8][C:9]([C@@H:11]1[CH2:20][C@@H:19]2[C@@H:14]([CH2:15][CH2:16][C@H:17]([CH2:21][N:22]3[CH:26]=[C:25]([C:27]([O:29][CH2:30][CH3:31])=[O:28])[N:24]=[CH:23]3)[CH2:18]2)[CH2:13][NH:12]1)=[O:10])[CH3:7]. (5) The reactants are: [NH2:1][C@H:2]([C:23]1[CH:28]=[CH:27][CH:26]=[CH:25][CH:24]=1)[CH2:3][CH2:4][N:5]1[CH2:10][CH2:9][CH:8]([C:11]2[CH:12]=[C:13]([NH:17][C:18](=[O:22])[CH:19]([CH3:21])[CH3:20])[CH:14]=[CH:15][CH:16]=2)[CH2:7][CH2:6]1.[Cl:29][C:30]1[CH:34]=[CH:33][S:32][C:31]=1[C:35](Cl)=[O:36]. Given the product [Cl:29][C:30]1[CH:34]=[CH:33][S:32][C:31]=1[C:35]([NH:1][C@H:2]([C:23]1[CH:24]=[CH:25][CH:26]=[CH:27][CH:28]=1)[CH2:3][CH2:4][N:5]1[CH2:10][CH2:9][CH:8]([C:11]2[CH:16]=[CH:15][CH:14]=[C:13]([NH:17][C:18](=[O:22])[CH:19]([CH3:21])[CH3:20])[CH:12]=2)[CH2:7][CH2:6]1)=[O:36], predict the reactants needed to synthesize it. (6) Given the product [O:1]=[C:2]1[N:7]([CH2:8][C:9]([NH:24][C@H:22]([C:19]2[CH:20]=[CH:21][C:16]([CH3:25])=[CH:17][CH:18]=2)[CH3:23])=[O:11])[N:6]=[N:5][C:4]2[CH:12]=[CH:13][CH:14]=[CH:15][C:3]1=2, predict the reactants needed to synthesize it. The reactants are: [O:1]=[C:2]1[N:7]([CH2:8][C:9]([OH:11])=O)[N:6]=[N:5][C:4]2[CH:12]=[CH:13][CH:14]=[CH:15][C:3]1=2.[C:16]1([CH3:25])[CH:21]=[CH:20][C:19]([C@@H:22]([NH2:24])[CH3:23])=[CH:18][CH:17]=1. (7) Given the product [Cl:1][C:2]1[CH:3]=[C:4]([C:9]2[CH:10]=[C:11]([C:12]([F:15])([F:14])[F:13])[N:20]3[N:21]=[CH:22][C:23]([C:24]#[N:25])=[C:19]3[N:18]=2)[CH:5]=[CH:6][C:7]=1[F:8], predict the reactants needed to synthesize it. The reactants are: [Cl:1][C:2]1[CH:3]=[C:4]([C:9](=O)[CH2:10][C:11](=O)[C:12]([F:15])([F:14])[F:13])[CH:5]=[CH:6][C:7]=1[F:8].[NH2:18][C:19]1[C:23]([C:24]#[N:25])=[CH:22][NH:21][N:20]=1. (8) The reactants are: O.[NH2:2][NH2:3].[C:4](Cl)([O:6][CH2:7][CH:8]1[C:20]2[C:15](=[CH:16][CH:17]=[CH:18][CH:19]=2)[C:14]2[C:9]1=[CH:10][CH:11]=[CH:12][CH:13]=2)=[O:5]. Given the product [C:4]([O:6][CH2:7][CH:8]1[C:20]2[CH:19]=[CH:18][CH:17]=[CH:16][C:15]=2[C:14]2[C:9]1=[CH:10][CH:11]=[CH:12][CH:13]=2)(=[O:5])[NH:2][NH2:3], predict the reactants needed to synthesize it. (9) Given the product [OH:20][CH2:21][CH2:22][NH:23][S:24]([C:27]1[CH:32]=[CH:31][C:30]([C:2]2[C:7]([C:8]([F:11])([F:10])[F:9])=[CH:6][C:5]([NH:12][C:13]3[N:17]=[C:16]([NH2:18])[NH:15][N:14]=3)=[CH:4][C:3]=2[Cl:19])=[CH:29][CH:28]=1)(=[O:26])=[O:25], predict the reactants needed to synthesize it. The reactants are: Br[C:2]1[C:7]([C:8]([F:11])([F:10])[F:9])=[CH:6][C:5]([NH:12][C:13]2[N:17]=[C:16]([NH2:18])[NH:15][N:14]=2)=[CH:4][C:3]=1[Cl:19].[OH:20][CH2:21][CH2:22][NH:23][S:24]([C:27]1[CH:32]=[CH:31][C:30](B(O)O)=[CH:29][CH:28]=1)(=[O:26])=[O:25].O1CCOCC1.C(=O)([O-])[O-].[K+].[K+].